This data is from Full USPTO retrosynthesis dataset with 1.9M reactions from patents (1976-2016). The task is: Predict the reactants needed to synthesize the given product. (1) Given the product [CH3:1][N:2]1[CH2:17][C:6]([N+:13]([O-:15])=[O:14])([C:7]2[CH:12]=[CH:11][CH:10]=[CH:9][CH:8]=2)[CH2:5][CH2:4][CH:3]1[CH3:16], predict the reactants needed to synthesize it. The reactants are: [CH3:1][NH:2][CH:3]([CH3:16])[CH2:4][CH2:5][CH:6]([N+:13]([O-:15])=[O:14])[C:7]1[CH:12]=[CH:11][CH:10]=[CH:9][CH:8]=1.[CH2:17]=O.S([O-])([O-])(=O)=O.[Na+].[Na+]. (2) Given the product [Cl:1][C:2]1[CH:7]=[C:6]([C:8]([O:10][CH2:12][CH3:13])=[O:9])[CH:5]=[C:4]([CH3:11])[N:3]=1, predict the reactants needed to synthesize it. The reactants are: [Cl:1][C:2]1[CH:7]=[C:6]([C:8]([OH:10])=[O:9])[CH:5]=[C:4]([CH3:11])[N:3]=1.[CH2:12](O)[CH3:13]. (3) Given the product [Cl:45][C:46]1[CH:51]=[CH:50][C:49]([C:52](=[C:55]2[CH2:60][CH2:59][N:58]([S:36]([C:33]3[C:32]([C:40]([F:43])([F:42])[F:41])=[N:31][N:30]([CH3:29])[C:34]=3[CH3:35])(=[O:38])=[O:37])[CH2:57][CH2:56]2)[C:53]#[N:54])=[CH:48][CH:47]=1, predict the reactants needed to synthesize it. The reactants are: ClC1C=CC(C(=C2CCN(S(C3C(C)=NNC=3C)(=O)=O)CC2)C(OC)=O)=CC=1.[CH3:29][N:30]1[C:34]([CH3:35])=[C:33]([S:36](Cl)(=[O:38])=[O:37])[C:32]([C:40]([F:43])([F:42])[F:41])=[N:31]1.Cl.[Cl:45][C:46]1[CH:51]=[CH:50][C:49]([C:52](=[C:55]2[CH2:60][CH2:59][NH:58][CH2:57][CH2:56]2)[C:53]#[N:54])=[CH:48][CH:47]=1. (4) Given the product [Cl:12][C:6]1[C:5]([CH2:4][OH:3])=[C:10]([Cl:11])[CH:9]=[CH:8][N:7]=1, predict the reactants needed to synthesize it. The reactants are: C([O:3][C:4](=O)[C:5]1[C:10]([Cl:11])=[CH:9][CH:8]=[N:7][C:6]=1[Cl:12])C.[H-].C([Al+]CC(C)C)C(C)C. (5) Given the product [OH:3][C:1]([CH:12]1[CH2:16][CH2:15][O:14][C:11]1=[O:13])([C:4]1[CH:9]=[CH:8][CH:7]=[CH:6][CH:5]=1)[CH3:2], predict the reactants needed to synthesize it. The reactants are: [C:1]([C:4]1[CH:9]=[CH:8][CH:7]=[CH:6][CH:5]=1)(=[O:3])[CH3:2].Cl.[C:11]([O:14][CH2:15][CH3:16])(=[O:13])[CH3:12].